From a dataset of Reaction yield outcomes from USPTO patents with 853,638 reactions. Predict the reaction yield, written as a fraction of the theoretical maximum amount of product (1.0 means a 100% yield; for example, 0.34 means a 34% yield). The reactants are C([O:3][C:4](=[O:31])[CH:5]([C:7]1[CH:12]=[CH:11][C:10]([O:13][CH2:14]/[CH:15]=[C:16](/[C:18]2[CH:30]=[CH:29][C:28]3[C:27]4[C:22](=[CH:23][CH:24]=[CH:25][CH:26]=4)[CH2:21][C:20]=3[CH:19]=2)\[CH3:17])=[CH:9][CH:8]=1)[CH3:6])C.CO. The catalyst is [OH-].[Na+].Cl.C(OCC)(=O)C. The product is [CH:19]1[C:20]2[CH2:21][C:22]3[C:27](=[CH:26][CH:25]=[CH:24][CH:23]=3)[C:28]=2[CH:29]=[CH:30][C:18]=1/[C:16](/[CH3:17])=[CH:15]/[CH2:14][O:13][C:10]1[CH:9]=[CH:8][C:7]([CH:5]([CH3:6])[C:4]([OH:31])=[O:3])=[CH:12][CH:11]=1. The yield is 0.730.